Dataset: Full USPTO retrosynthesis dataset with 1.9M reactions from patents (1976-2016). Task: Predict the reactants needed to synthesize the given product. Given the product [OH:1][C@@:2]1([C:9]#[C:10][C:11]2[CH:12]=[C:13]([C:17]3[C:18]4[N:19]([CH:26]=[CH:27][N:28]=4)[CH:20]=[C:21]([C:23]([NH2:29])=[O:24])[N:22]=3)[CH:14]=[CH:15][CH:16]=2)[CH2:6][CH2:5][N:4]([CH3:7])[C:3]1=[O:8], predict the reactants needed to synthesize it. The reactants are: [OH:1][C@@:2]1([C:9]#[C:10][C:11]2[CH:12]=[C:13]([C:17]3[C:18]4[N:19]([CH:26]=[CH:27][N:28]=4)[CH:20]=[C:21]([C:23]([O-])=[O:24])[N:22]=3)[CH:14]=[CH:15][CH:16]=2)[CH2:6][CH2:5][N:4]([CH3:7])[C:3]1=[O:8].[NH3:29].